From a dataset of Forward reaction prediction with 1.9M reactions from USPTO patents (1976-2016). Predict the product of the given reaction. (1) Given the reactants [CH3:1][C:2]1[C:10]2[C:9]([NH:11][C:12]3[CH:17]=[CH:16][CH:15]=[CH:14][C:13]=3[O:18][CH:19]3[CH2:23][CH2:22][NH:21][CH2:20]3)=[N:8][CH:7]=[N:6][C:5]=2[S:4][CH:3]=1.C(Cl)Cl.CN(C=O)C.[CH3:32][S:33](Cl)(=[O:35])=[O:34], predict the reaction product. The product is: [CH3:32][S:33]([N:21]1[CH2:22][CH2:23][CH:19]([O:18][C:13]2[CH:14]=[CH:15][CH:16]=[CH:17][C:12]=2[NH:11][C:9]2[C:10]3[C:2]([CH3:1])=[CH:3][S:4][C:5]=3[N:6]=[CH:7][N:8]=2)[CH2:20]1)(=[O:35])=[O:34]. (2) Given the reactants [F:1][C:2]1[CH:22]=[CH:21][CH:20]=[C:19]([F:23])[C:3]=1[CH2:4][O:5][C:6]1[C:7]2[N:8]([C:12]([C:16](O)=[O:17])=[C:13]([CH3:15])[N:14]=2)[CH:9]=[CH:10][CH:11]=1.F[B-](F)(F)F.N1(O[C+](N(C)C)N(C)C)C2C=CC=CC=2N=N1.CN1CCOCC1.[NH2:53][CH:54]([C:57]1[CH:58]=[N:59][CH:60]=[CH:61][CH:62]=1)[CH2:55][OH:56], predict the reaction product. The product is: [F:23][C:19]1[CH:20]=[CH:21][CH:22]=[C:2]([F:1])[C:3]=1[CH2:4][O:5][C:6]1[C:7]2[N:8]([C:12]([C:16]([NH:53][CH:54]([C:57]3[CH:58]=[N:59][CH:60]=[CH:61][CH:62]=3)[CH2:55][OH:56])=[O:17])=[C:13]([CH3:15])[N:14]=2)[CH:9]=[CH:10][CH:11]=1. (3) Given the reactants Br[C:2]1[N:3]=[CH:4][N:5]([CH3:7])[CH:6]=1.CC1(C)C(C)(C)OB([C:16]2[CH:17]=[C:18]3[C:23](=[C:24]([O:26][CH2:27][O:28][CH2:29][CH2:30][Si:31]([CH3:34])([CH3:33])[CH3:32])[CH:25]=2)[N:22]=[CH:21][N:20]([CH2:35][O:36][CH2:37][CH2:38][Si:39]([CH3:42])([CH3:41])[CH3:40])[C:19]3=[O:43])O1.C(=O)([O-])[O-].[K+].[K+].O, predict the reaction product. The product is: [CH3:7][N:5]1[CH:6]=[C:2]([C:16]2[CH:17]=[C:18]3[C:23](=[C:24]([O:26][CH2:27][O:28][CH2:29][CH2:30][Si:31]([CH3:34])([CH3:32])[CH3:33])[CH:25]=2)[N:22]=[CH:21][N:20]([CH2:35][O:36][CH2:37][CH2:38][Si:39]([CH3:42])([CH3:41])[CH3:40])[C:19]3=[O:43])[N:3]=[CH:4]1. (4) Given the reactants Br[C:2]1[CH:7]=[CH:6][N:5]2[C:8]3[CH:14]=[CH:13][CH:12]=[CH:11][C:9]=3[N:10]=[C:4]2[N:3]=1.Cl.Br[CH:17]1[CH2:22][CH2:21][NH:20][CH2:19][CH2:18]1.C(N([CH2:28][CH3:29])CC)C.CN(C=[O:34])C, predict the reaction product. The product is: [N:3]1[C:4]2[N:5]([C:8]3[CH:14]=[CH:13][CH:12]=[CH:11][C:9]=3[N:10]=2)[CH:6]=[CH:7][C:2]=1[N:20]1[CH2:21][CH2:22][CH:17]([CH2:29][CH2:28][OH:34])[CH2:18][CH2:19]1. (5) Given the reactants [Br:1][C:2]1[N:7]=[C:6]([C@@:8]([NH:20][S@@:21]([C:23]([CH3:26])([CH3:25])[CH3:24])=[O:22])([CH:17]([F:19])[F:18])[CH2:9][C:10]([O:12][C:13]([CH3:16])([CH3:15])[CH3:14])=[O:11])[C:5]([F:27])=[C:4]([Si](CC)(CC)CC)[CH:3]=1.BrC1N=C([C@](N[S@@](C(C)(C)C)=O)(C(F)F)CC(OC(C)(C)C)=O)C(F)=C([Si](CC)(CC)CC)C=1.[F-].[K+].C(O)(=O)C.C([O-])(O)=O.[Na+].BrC1N=C([C@@](N[S@@](C(C)(C)C)=O)(C(F)F)CC(OC(C)(C)C)=O)C(F)=CC=1, predict the reaction product. The product is: [Br:1][C:2]1[N:7]=[C:6]([C@:8]([NH:20][S@@:21]([C:23]([CH3:26])([CH3:25])[CH3:24])=[O:22])([CH:17]([F:18])[F:19])[CH2:9][C:10]([O:12][C:13]([CH3:14])([CH3:15])[CH3:16])=[O:11])[C:5]([F:27])=[CH:4][CH:3]=1. (6) The product is: [CH2:1]([N:4]([CH:5]1[CH2:13][CH2:12][C:8]2[N:9]=[CH:10][S:11][C:7]=2[CH2:6]1)[CH2:15][CH2:16][CH2:17][CH2:18][NH:19][C:20]([N:22]1[CH2:27][CH2:26][N:25]([C:28]2[CH:29]=[CH:30][CH:31]=[CH:32][CH:33]=2)[CH2:24][CH2:23]1)=[O:21])[CH2:2][CH3:3]. Given the reactants [CH2:1]([NH:4][CH:5]1[CH2:13][CH2:12][C:8]2[N:9]=[CH:10][S:11][C:7]=2[CH2:6]1)[CH2:2][CH3:3].O=[CH:15][CH2:16][CH2:17][CH2:18][NH:19][C:20]([N:22]1[CH2:27][CH2:26][N:25]([C:28]2[CH:33]=[CH:32][CH:31]=[CH:30][CH:29]=2)[CH2:24][CH2:23]1)=[O:21], predict the reaction product.